Task: Predict the reactants needed to synthesize the given product.. Dataset: Full USPTO retrosynthesis dataset with 1.9M reactions from patents (1976-2016) (1) Given the product [C:2]([C:3]1[O:19][C:6]([C:8]2([NH2:11])[CH2:10][CH2:9]2)=[N:5][CH:4]=1)([CH3:21])([CH3:20])[CH3:1], predict the reactants needed to synthesize it. The reactants are: [CH3:1][C:2]([CH3:21])([CH3:20])[C:3](=[O:19])[CH2:4][NH:5][C:6]([C:8]1([NH:11]C(=O)OC(C)(C)C)[CH2:10][CH2:9]1)=O.[OH-].[Na+]. (2) Given the product [CH2:1]([O:8][C:9]1[CH:16]=[C:13](/[CH:14]=[CH:27]/[C:26]([O:25][CH3:24])=[O:47])[CH:12]=[N:11][C:10]=1[NH:17][C:18]1[S:19][CH:20]=[C:21]([CH3:23])[N:22]=1)[C:2]1[CH:7]=[CH:6][CH:5]=[CH:4][CH:3]=1, predict the reactants needed to synthesize it. The reactants are: [CH2:1]([O:8][C:9]1[C:10]([NH:17][C:18]2[S:19][CH:20]=[C:21]([CH3:23])[N:22]=2)=[N:11][CH:12]=[C:13]([CH:16]=1)[CH:14]=O)[C:2]1[CH:7]=[CH:6][CH:5]=[CH:4][CH:3]=1.[CH3:24][O:25][C:26](=[O:47])[CH:27]=P(C1C=CC=CC=1)(C1C=CC=CC=1)C1C=CC=CC=1. (3) Given the product [CH2:23]([O:11][N:10]=[CH:9][C:8](=[N:12][NH:13][C:14](=[O:21])[C:15]1[CH:16]=[CH:17][CH:18]=[CH:19][CH:20]=1)[C:4]1[CH:5]=[CH:6][CH:7]=[C:2]([Cl:1])[CH:3]=1)[CH3:24], predict the reactants needed to synthesize it. The reactants are: [Cl:1][C:2]1[CH:3]=[C:4]([C:8](=[N:12][NH:13][C:14](=[O:21])[C:15]2[CH:20]=[CH:19][CH:18]=[CH:17][CH:16]=2)[CH:9]=[N:10][OH:11])[CH:5]=[CH:6][CH:7]=1.Br[CH2:23][CH3:24].C(=O)([O-])[O-].[K+].[K+].CCOC(C)=O. (4) Given the product [F:30][C:31]1[CH:47]=[C:46]([N+:48]([O-:50])=[O:49])[CH:45]=[CH:44][C:32]=1[O:33][C:34]1[CH:39]=[CH:38][N:37]=[C:36]2[CH:40]=[C:41]([C:9]3[CH:28]=[CH:27][C:12]([CH2:13][N:14]4[CH2:19][CH2:18][N:17]([C:20]([O:22][C:23]([CH3:26])([CH3:25])[CH3:24])=[O:21])[CH2:16][CH2:15]4)=[CH:11][CH:10]=3)[S:42][C:35]=12, predict the reactants needed to synthesize it. The reactants are: CC1(C)C(C)(C)OB([C:9]2[CH:28]=[CH:27][C:12]([CH2:13][N:14]3[CH2:19][CH2:18][N:17]([C:20]([O:22][C:23]([CH3:26])([CH3:25])[CH3:24])=[O:21])[CH2:16][CH2:15]3)=[CH:11][CH:10]=2)O1.[F:30][C:31]1[CH:47]=[C:46]([N+:48]([O-:50])=[O:49])[CH:45]=[CH:44][C:32]=1[O:33][C:34]1[CH:39]=[CH:38][N:37]=[C:36]2[CH:40]=[C:41](I)[S:42][C:35]=12.[F-].[Cs+].C([O-])(O)=O.[Na+]. (5) The reactants are: N[C:2]1[CH:3]=[C:4]([C:8]2[N:13]=[C:12]([O:14][CH3:15])[N:11]=[C:10]([NH:16][CH2:17][CH2:18][C:19]3[CH:24]=[CH:23][C:22]([O:25][CH3:26])=[CH:21][CH:20]=3)[CH:9]=2)[CH:5]=[CH:6][CH:7]=1.[ClH:27].N([O-])=O.[Na+].[S:32](=[O:34])=[O:33]. Given the product [CH3:15][O:14][C:12]1[N:13]=[C:8]([C:4]2[CH:3]=[C:2]([S:32]([Cl:27])(=[O:34])=[O:33])[CH:7]=[CH:6][CH:5]=2)[CH:9]=[C:10]([NH:16][CH2:17][CH2:18][C:19]2[CH:24]=[CH:23][C:22]([O:25][CH3:26])=[CH:21][CH:20]=2)[N:11]=1, predict the reactants needed to synthesize it.